The task is: Predict the product of the given reaction.. This data is from Forward reaction prediction with 1.9M reactions from USPTO patents (1976-2016). Given the reactants [CH3:1][C:2]1[CH:10]=[CH:9][C:5](C(O)=O)=[CH:4][N:3]=1.C1(P(N=[N+]=[N-])(C2C=CC=CC=2)=[O:18])C=CC=CC=1.C([N:30]([CH2:33]C)CC)C, predict the reaction product. The product is: [N:30]([C:5]1[CH:9]=[CH:10][C:2]([CH3:1])=[N:3][CH:4]=1)=[C:33]=[O:18].